From a dataset of Reaction yield outcomes from USPTO patents with 853,638 reactions. Predict the reaction yield, written as a fraction of the theoretical maximum amount of product (1.0 means a 100% yield; for example, 0.34 means a 34% yield). (1) The reactants are [N:1]1([C:10](=[O:12])[CH3:11])[C:9]2[C:4](=[CH:5][CH:6]=[CH:7][CH:8]=2)[CH2:3][CH2:2]1.[Br:13]Br. The catalyst is C(O)(=O)C. The product is [Br:13][C:6]1[CH:5]=[C:4]2[C:9](=[CH:8][CH:7]=1)[N:1]([C:10](=[O:12])[CH3:11])[CH2:2][CH2:3]2. The yield is 0.960. (2) The reactants are [CH3:1][C:2]1[CH:7]=[CH:6][C:5]([C:8]2[C:13]3[CH2:14][CH:15]([CH2:17][N:18]=[N+]=[N-])[O:16][C:12]=3[CH:11]=[CH:10][CH:9]=2)=[CH:4][CH:3]=1. The catalyst is [Pd]. The product is [CH3:1][C:2]1[CH:3]=[CH:4][C:5]([C:8]2[C:13]3[CH2:14][CH:15]([CH2:17][NH2:18])[O:16][C:12]=3[CH:11]=[CH:10][CH:9]=2)=[CH:6][CH:7]=1. The yield is 0.930. (3) The reactants are Cl[C:2]1[N:7]=[C:6](Cl)[N:5]=[C:4]([NH:9][C:10]2[CH:69]=[CH:68][C:13]([O:14][CH2:15][C:16]([CH2:51][O:52][C:53]3[CH:58]=[CH:57][C:56]([NH:59][C:60]4[N:65]=[C:64](Cl)[N:63]=[C:62](Cl)[N:61]=4)=[CH:55][CH:54]=3)([CH2:34][O:35][C:36]3[CH:41]=[CH:40][C:39]([NH:42][C:43]4[N:48]=[C:47](Cl)[N:46]=[C:45](Cl)[N:44]=4)=[CH:38][CH:37]=3)[CH2:17][O:18][C:19]3[CH:24]=[CH:23][C:22]([NH:25][C:26]4[N:31]=[C:30](Cl)[N:29]=[C:28](Cl)[N:27]=4)=[CH:21][CH:20]=3)=[CH:12][CH:11]=2)[N:3]=1.[CH2:70]([NH2:78])[CH2:71][CH2:72][CH2:73][CH2:74][CH2:75][CH2:76][CH3:77].[OH-].[Na+].CO. The catalyst is O1CCOCC1. The product is [CH2:70]([NH:78][C:2]1[N:7]=[C:6]([NH:78][CH2:70][CH2:71][CH2:72][CH2:73][CH2:74][CH2:75][CH2:76][CH3:77])[N:5]=[C:4]([NH:9][C:10]2[CH:69]=[CH:68][C:13]([O:14][CH2:15][C:16]([CH2:51][O:52][C:53]3[CH:58]=[CH:57][C:56]([NH:59][C:60]4[N:65]=[C:64]([NH:78][CH2:70][CH2:71][CH2:72][CH2:73][CH2:74][CH2:75][CH2:76][CH3:77])[N:63]=[C:62]([NH:78][CH2:70][CH2:71][CH2:72][CH2:73][CH2:74][CH2:75][CH2:76][CH3:77])[N:61]=4)=[CH:55][CH:54]=3)([CH2:34][O:35][C:36]3[CH:41]=[CH:40][C:39]([NH:42][C:43]4[N:48]=[C:47]([NH:78][CH2:70][CH2:71][CH2:72][CH2:73][CH2:74][CH2:75][CH2:76][CH3:77])[N:46]=[C:45]([NH:78][CH2:70][CH2:71][CH2:72][CH2:73][CH2:74][CH2:75][CH2:76][CH3:77])[N:44]=4)=[CH:38][CH:37]=3)[CH2:17][O:18][C:19]3[CH:24]=[CH:23][C:22]([NH:25][C:26]4[N:31]=[C:30]([NH:78][CH2:70][CH2:71][CH2:72][CH2:73][CH2:74][CH2:75][CH2:76][CH3:77])[N:29]=[C:28]([NH:78][CH2:70][CH2:71][CH2:72][CH2:73][CH2:74][CH2:75][CH2:76][CH3:77])[N:27]=4)=[CH:21][CH:20]=3)=[CH:12][CH:11]=2)[N:3]=1)[CH2:71][CH2:72][CH2:73][CH2:74][CH2:75][CH2:76][CH3:77]. The yield is 0.690. (4) The reactants are Cl[C:2]1[C:3]2[CH:20]=[CH:19][C:18](=[O:21])[N:17]([C:22]3[C:27]([F:28])=[CH:26][CH:25]=[CH:24][C:23]=3[F:29])[C:4]=2[N:5]=[C:6]([NH:8][CH2:9][CH2:10][CH2:11][N:12]([CH2:15][CH3:16])[CH2:13][CH3:14])[N:7]=1.CC1(C)C(C)(C)OB([C:38]2[CH:39]=[C:40]([CH:44]=[CH:45][CH:46]=2)[C:41]([OH:43])=[O:42])O1.C(=O)([O-])[O-].[K+].[K+]. The catalyst is O1CCOCC1.O.C1C=CC([P]([Pd]([P](C2C=CC=CC=2)(C2C=CC=CC=2)C2C=CC=CC=2)([P](C2C=CC=CC=2)(C2C=CC=CC=2)C2C=CC=CC=2)[P](C2C=CC=CC=2)(C2C=CC=CC=2)C2C=CC=CC=2)(C2C=CC=CC=2)C2C=CC=CC=2)=CC=1. The product is [CH2:13]([N:12]([CH2:15][CH3:16])[CH2:11][CH2:10][CH2:9][NH:8][C:6]1[N:7]=[C:2]([C:38]2[CH:39]=[C:40]([CH:44]=[CH:45][CH:46]=2)[C:41]([OH:43])=[O:42])[C:3]2[CH:20]=[CH:19][C:18](=[O:21])[N:17]([C:22]3[C:27]([F:28])=[CH:26][CH:25]=[CH:24][C:23]=3[F:29])[C:4]=2[N:5]=1)[CH3:14]. The yield is 0.320. (5) The reactants are [CH3:1][C:2]([CH3:24])([CH3:23])[CH2:3][CH2:4][C@:5]1([CH3:22])[C:14]2[C:9](=[CH:10][CH:11]=[CH:12][CH:13]=2)[C:8]([OH:15])=[C:7](C(OCC)=O)[C:6]1=[O:21].Cl. The catalyst is O1CCOCC1. The product is [CH3:1][C:2]([CH3:24])([CH3:23])[CH2:3][CH2:4][C@:5]1([CH3:22])[C:14]2[C:9](=[CH:10][CH:11]=[CH:12][CH:13]=2)[C:8]([OH:15])=[CH:7][C:6]1=[O:21]. The yield is 0.610.